Dataset: Catalyst prediction with 721,799 reactions and 888 catalyst types from USPTO. Task: Predict which catalyst facilitates the given reaction. Reactant: [CH3:1][C:2]1[NH:6][C:5]2[CH:7]=[CH:8][CH:9]=[C:10]([N+:11]([O-])=O)[C:4]=2[N:3]=1. Product: [CH3:1][C:2]1[NH:6][C:5]2[CH:7]=[CH:8][CH:9]=[C:10]([NH2:11])[C:4]=2[N:3]=1. The catalyst class is: 748.